From a dataset of Peptide-MHC class I binding affinity with 185,985 pairs from IEDB/IMGT. Regression. Given a peptide amino acid sequence and an MHC pseudo amino acid sequence, predict their binding affinity value. This is MHC class I binding data. The peptide sequence is QYIFTGQPL. The MHC is HLA-A24:02 with pseudo-sequence HLA-A24:02. The binding affinity (normalized) is 0.482.